This data is from Retrosynthesis with 50K atom-mapped reactions and 10 reaction types from USPTO. The task is: Predict the reactants needed to synthesize the given product. (1) Given the product CCOc1cc(-c2cc(C(F)F)n3ncc(C(=O)Nc4cccc(S(=O)(=O)NC(C)(C)CO)c4)c3n2)ccc1C(F)(F)F, predict the reactants needed to synthesize it. The reactants are: CC(C)(CO)NS(=O)(=O)c1cccc(N)c1.CCOc1cc(-c2cc(C(F)F)n3ncc(C(=O)O)c3n2)ccc1C(F)(F)F. (2) Given the product O=C(Nc1ccc(N2CCCCC2)cc1)Oc1ccc([N+](=O)[O-])cc1, predict the reactants needed to synthesize it. The reactants are: Nc1ccc(N2CCCCC2)cc1.O=C(Cl)Oc1ccc([N+](=O)[O-])cc1. (3) Given the product CC(=O)N1CCCC(C(O)(c2cccnc2)c2ccc3nc(Cl)c(-c4ccccc4)c(Cl)c3c2)C1, predict the reactants needed to synthesize it. The reactants are: CC(=O)Cl.OC(c1cccnc1)(c1ccc2nc(Cl)c(-c3ccccc3)c(Cl)c2c1)C1CCCNC1.